From a dataset of Reaction yield outcomes from USPTO patents with 853,638 reactions. Predict the reaction yield, written as a fraction of the theoretical maximum amount of product (1.0 means a 100% yield; for example, 0.34 means a 34% yield). (1) The reactants are [NH:1]1[C:5]2=[N:6][CH:7]=[CH:8][CH:9]=[C:4]2[C:3]([C:10]([O:12][CH3:13])=[O:11])=[N:2]1.[Br:14][C:15]1[CH:16]=[C:17]([CH2:30][O:31][Si:32]([C:35]([CH3:38])([CH3:37])[CH3:36])([CH3:34])[CH3:33])[CH:18]=[C:19](B2OC(C)(C)C(C)(C)O2)[CH:20]=1. No catalyst specified. The product is [Br:14][C:15]1[CH:20]=[C:19]([N:1]2[C:5]3=[N:6][CH:7]=[CH:8][CH:9]=[C:4]3[C:3]([C:10]([O:12][CH3:13])=[O:11])=[N:2]2)[CH:18]=[C:17]([CH2:30][O:31][Si:32]([C:35]([CH3:38])([CH3:37])[CH3:36])([CH3:33])[CH3:34])[CH:16]=1. The yield is 0.490. (2) The reactants are [NH2:1][C@@H:2]([CH2:15][CH:16]1[CH2:21][CH2:20][CH2:19][O:18][CH2:17]1)[CH2:3][N:4]([CH3:14])[C:5](=[O:13])[O:6][CH2:7][CH2:8][Si:9]([CH3:12])([CH3:11])[CH3:10].C1N=CN([C:27]([N:29]2[CH:33]=N[CH:31]=[CH:30]2)=[O:28])C=1.CCN(C(C)C)C(C)C.[CH3:43][O:44][C:45](=[O:64])[NH:46][CH2:47][CH2:48][O:49][CH:50]([C:57]1[CH:62]=[CH:61][CH:60]=[C:59]([F:63])[CH:58]=1)[CH:51]1CCCN[CH2:52]1. The catalyst is C(Cl)Cl. The product is [F:63][C:59]1[CH:58]=[C:57]([C@@H:50]([C@@H:51]2[CH2:52][CH2:31][CH2:30][N:29]([C:27](=[O:28])[NH:1][C@@H:2]([CH2:15][CH:16]3[CH2:21][CH2:20][CH2:19][O:18][CH2:17]3)[CH2:3][N:4]([C:5]([O:6][CH2:7][CH2:8][Si:9]([CH3:12])([CH3:11])[CH3:10])=[O:13])[CH3:14])[CH2:33]2)[O:49][CH2:48][CH2:47][NH:46][C:45](=[O:64])[O:44][CH3:43])[CH:62]=[CH:61][CH:60]=1. The yield is 0.500. (3) The reactants are [F:1][C:2]([F:17])([F:16])[C:3]([N:5]1[CH2:11][CH2:10][C:9]2[CH:12]=[CH:13][CH:14]=[CH:15][C:8]=2[CH2:7][CH2:6]1)=[O:4].[Al+3].[Cl-].[Cl-].[Cl-].[CH:22]([O:25]C)(Cl)Cl. The catalyst is C1([N+]([O-])=O)C=CC=CC=1.CCOC(C)=O.CCCCCC. The product is [F:17][C:2]([F:1])([F:16])[C:3]([N:5]1[CH2:6][CH2:7][C:8]2[CH:15]=[CH:14][C:13]([CH:22]=[O:25])=[CH:12][C:9]=2[CH2:10][CH2:11]1)=[O:4]. The yield is 0.748. (4) The reactants are Br[C:2]1[CH:7]=[C:6]([C:8]([F:11])([F:10])[F:9])[CH:5]=[C:4]([N+:12]([O-:14])=[O:13])[CH:3]=1.C([O-])([O-])=O.[Cs+].[Cs+].[CH3:21][N:22]1[CH2:27][CH2:26][CH:25]([NH2:28])[CH2:24][CH2:23]1.O1CCOCC1. The catalyst is CC([O-])=O.CC([O-])=O.[Pd+2].C1C=CC(P(C2C(C3C(P(C4C=CC=CC=4)C4C=CC=CC=4)=CC=C4C=3C=CC=C4)=C3C(C=CC=C3)=CC=2)C2C=CC=CC=2)=CC=1.CO.C(Cl)Cl. The product is [CH3:21][N:22]1[CH2:27][CH2:26][CH:25]([NH:28][C:2]2[CH:7]=[C:6]([C:8]([F:11])([F:10])[F:9])[CH:5]=[C:4]([N+:12]([O-:14])=[O:13])[CH:3]=2)[CH2:24][CH2:23]1. The yield is 0.990. (5) The reactants are [CH3:1][C:2]1[CH:3]=[C:4]([CH:8]=[CH:9][C:10]=1[C:11]([N:13]1[CH2:17][CH2:16][CH2:15][CH2:14]1)=[O:12])[C:5]([OH:7])=O.CN(C(ON1N=NC2C=CC=CC1=2)=[N+](C)C)C.[B-](F)(F)(F)F.C(N(C(C)C)CC)(C)C.[Cl:49][C:50]1[CH:65]=[CH:64][C:53]2[NH:54][C:55]([CH:57]([NH2:63])[C:58]([O:61][CH3:62])([CH3:60])[CH3:59])=[N:56][C:52]=2[CH:51]=1.ClCl. The catalyst is O1CCCC1.ClCCl.C(O)C. The product is [Cl:49][C:50]1[CH:65]=[CH:64][C:53]2[NH:54][C:55]([CH:57]([NH:63][C:5](=[O:7])[C:4]3[CH:8]=[CH:9][C:10]([C:11]([N:13]4[CH2:17][CH2:16][CH2:15][CH2:14]4)=[O:12])=[C:2]([CH3:1])[CH:3]=3)[C:58]([O:61][CH3:62])([CH3:60])[CH3:59])=[N:56][C:52]=2[CH:51]=1. The yield is 0.760.